From a dataset of Full USPTO retrosynthesis dataset with 1.9M reactions from patents (1976-2016). Predict the reactants needed to synthesize the given product. (1) Given the product [Cl:12][C:8]1[CH:7]=[C:3]2[C:2](=[C:10]([Cl:11])[CH:9]=1)[NH:1][C:14](=[O:15])[NH:13][C:4]2=[O:5], predict the reactants needed to synthesize it. The reactants are: [NH2:1][C:2]1[C:10]([Cl:11])=[CH:9][C:8]([Cl:12])=[CH:7][C:3]=1[C:4](O)=[O:5].[NH2:13][C:14](N)=[O:15]. (2) Given the product [C:2]1([C:1]([C:2]2[CH:7]=[CH:6][CH:5]=[CH:4][CH:3]=2)=[C:10]([CH2:11][O:14][CH3:13])[C:9]#[N:12])[CH:7]=[CH:6][CH:5]=[CH:4][CH:3]=1, predict the reactants needed to synthesize it. The reactants are: [CH:1](=O)[C:2]1[CH:7]=[CH:6][CH:5]=[CH:4][CH:3]=1.[C:9](#[N:12])[CH:10]=[CH2:11].[CH3:13][O-:14].[Na+]. (3) Given the product [OH:20][C@:10]([CH2:15][CH:16]=[C:17]([CH3:18])[CH3:19])([CH2:11][C:12]([O:14][CH3:22])=[O:13])[C:9]([O:8][CH2:1][C:2]1[CH:3]=[CH:4][CH:5]=[CH:6][CH:7]=1)=[O:21], predict the reactants needed to synthesize it. The reactants are: [CH2:1]([O:8][C:9](=[O:21])[C:10]([OH:20])([CH2:15][CH:16]=[C:17]([CH3:19])[CH3:18])[CH2:11][C:12]([OH:14])=[O:13])[C:2]1[CH:7]=[CH:6][CH:5]=[CH:4][CH:3]=1.[CH:22]1C=CC=CC=1.[Si](C=[N+]=[N-])(C)(C)C. (4) Given the product [Br:1][C:2]1[O:6][C:5]([C:7]([Cl:13])=[O:9])=[CH:4][CH:3]=1, predict the reactants needed to synthesize it. The reactants are: [Br:1][C:2]1[O:6][C:5]([C:7]([OH:9])=O)=[CH:4][CH:3]=1.C(Cl)(=O)C([Cl:13])=O.